The task is: Binary Classification. Given a miRNA mature sequence and a target amino acid sequence, predict their likelihood of interaction.. This data is from Experimentally validated miRNA-target interactions with 360,000+ pairs, plus equal number of negative samples. (1) The miRNA is mmu-miR-3086-5p with sequence UAGAUUGUAGGCCCAUUGGA. The protein sequence of the target gene is MDPSADTWDLFSPLISLWINRFYIYLGFAVSISLWICVQIVIKTQGKNLQEKSVPKAAQDLMTNGYVSLQEKDIFVSGVKIFYGSQTGTAKGFATVLAEAVTSLDLPVAIINLKEYDPDDHLIEEVTSKNVCVFLVATYTDGLPTESAEWFCKWLEEASIDFRFGKTYLKGMRYAVFGLGNSAYASHFNKVGKNVDKWLWMLGAHRVMSRGEGDCDVVKSKHGSIEADFRAWKTKFISQLQALQKGERKKSCGGHCKKGKCESHQHGSEEREEGSHEQDELHHRDTEEEEPFESSSEEEF.... Result: 0 (no interaction). (2) The miRNA is hsa-miR-1281 with sequence UCGCCUCCUCCUCUCCC. The protein sequence of the target gene is MSKYKLIMLRHGEGAWNKENRFCSWVDQKLNSEGMEEARNCGKQLKALNFEFDLVFTSVLNRSIHTAWLILEELGQEWVPVESSWRLNERHYGALIGLNREQMALNHGEEQVRLWRRSYNVTPPPIEESHPYYQEIYNDRRYKVCDVPLDQLPRSESLKDVLERLLPYWNERIAPEVLRGKTILISAHGNSSRALLKHLEGISDEDIINITLPTGVPILLELDENLRAVGPHQFLGDQEAIQAAIKKVEDQGKVKQAKK. Result: 0 (no interaction). (3) The miRNA is hsa-miR-7110-3p with sequence UCUCUCUCCCACUUCCCUGCAG. The protein sequence of the target gene is MSGQSLTDRITAAQHSVTGSAVSKTVCKATTHEIMGPKKKHLDYLIQCTNEMNVNIPQLADSLFERTTNSSWVVVFKSLITTHHLMVYGNERFIQYLASRNTLFNLSNFLDKSGLQGYDMSTFIRRYSRYLNEKAVSYRQVAFDFTKVKRGADGVMRTMNTEKLLKTVPIIQNQMDALLDFNVNSNELTNGVINAAFMLLFKDAIRLFAAYNEGIINLLEKYFDMKKNQCKEGLDIYKKFLTRMTRISEFLKVAEQVGIDRGDIPDLSQAPSSLLDALEQHLASLEGKKIKDSTAASRAT.... Result: 0 (no interaction). (4) The miRNA is hsa-miR-8063 with sequence UCAAAAUCAGGAGUCGGGGCUU. The protein sequence of the target gene is MKRSVAVWLLVGLSLGVPQFGKGDICDPNPCENGGICLPGLADGSFSCECPDGFTDPNCSSVVEVASDEEEPTSAGPCTPNPCHNGGTCEISEAYRGDTFIGYVCKCPRGFNGIHCQHNINECEVEPCKNGGICTDLVANYSCECPGEFMGRNCQYKCSGPLGIEGGIISNQQITASSTHRALFGLQKWYPYYARLNKKGLINAWTAAENDRWPWIQINLQRKMRVTGVITQGAKRIGSPEYIKSYKIAYSNDGKTWAMYKVKGTNEDMVFRGNIDNNTPYANSFTPPIKAQYVRLYPQV.... Result: 1 (interaction). (5) The miRNA is hsa-miR-3178 with sequence GGGGCGCGGCCGGAUCG. The protein sequence of the target gene is MCTKMEQPFYHDDSYTATGYGRAPGGLSLHDYKLLKPSLAVNLADPYRSLKAPGARGPGPEGGGGGSYFSGQGSDTGASLKLASSELERLIVPNSNGVITTTPTPPGQYFYPRGGGSGGGAGGAGGGVTEEQEGFADGFVKALDDLHKMNHVTPPNVSLGATGGPPAGPGGVYAGPEPPPVYTNLSSYSPASASSGGAGAAVGTGSSYPTTTISYLPHAPPFAGGHPAQLGLGRGASTFKEEPQTVPEARSRDATPPVSPINMEDQERIKVERKRLRNRLAATKCRKRKLERIARLEDKV.... Result: 1 (interaction).